The task is: Regression/Classification. Given a drug SMILES string, predict its absorption, distribution, metabolism, or excretion properties. Task type varies by dataset: regression for continuous measurements (e.g., permeability, clearance, half-life) or binary classification for categorical outcomes (e.g., BBB penetration, CYP inhibition). Dataset: cyp1a2_veith.. This data is from CYP1A2 inhibition data for predicting drug metabolism from PubChem BioAssay. The compound is Clc1cccc(CSc2nnc(-c3sccc3-n3cccc3)o2)c1. The result is 1 (inhibitor).